From a dataset of NCI-60 drug combinations with 297,098 pairs across 59 cell lines. Regression. Given two drug SMILES strings and cell line genomic features, predict the synergy score measuring deviation from expected non-interaction effect. Synergy scores: CSS=42.1, Synergy_ZIP=-0.372, Synergy_Bliss=-0.671, Synergy_Loewe=-0.0485, Synergy_HSA=-0.269. Drug 2: CC12CCC3C(C1CCC2=O)CC(=C)C4=CC(=O)C=CC34C. Cell line: SF-295. Drug 1: CS(=O)(=O)C1=CC(=C(C=C1)C(=O)NC2=CC(=C(C=C2)Cl)C3=CC=CC=N3)Cl.